This data is from NCI-60 drug combinations with 297,098 pairs across 59 cell lines. The task is: Regression. Given two drug SMILES strings and cell line genomic features, predict the synergy score measuring deviation from expected non-interaction effect. Drug 1: C1=CC(=CC=C1CCC2=CNC3=C2C(=O)NC(=N3)N)C(=O)NC(CCC(=O)O)C(=O)O. Drug 2: C1=CN(C=N1)CC(O)(P(=O)(O)O)P(=O)(O)O. Cell line: SK-OV-3. Synergy scores: CSS=45.3, Synergy_ZIP=2.27, Synergy_Bliss=0.324, Synergy_Loewe=-1.04, Synergy_HSA=0.700.